This data is from Catalyst prediction with 721,799 reactions and 888 catalyst types from USPTO. The task is: Predict which catalyst facilitates the given reaction. (1) Product: [F:1][C:2]1[CH:7]=[CH:6][C:5]([C:8]2[CH:16]=[C:15]([C:14]([O:18][CH2:19][CH3:20])=[O:17])[S:10][N:9]=2)=[CH:4][CH:3]=1. Reactant: [F:1][C:2]1[CH:7]=[CH:6][C:5]([C:8]2OC(=O)[S:10][N:9]=2)=[CH:4][CH:3]=1.[C:14]([O:18][CH2:19][CH3:20])(=[O:17])[C:15]#[CH:16]. The catalyst class is: 262. (2) Reactant: [CH2:1]([O:8][C:9]1[CH:10]=[C:11](/[CH:15]=[C:16](/[C:21]([O:23][CH2:24][CH3:25])=[O:22])\[CH2:17][C:18]([OH:20])=O)[CH:12]=[CH:13][CH:14]=1)[C:2]1[CH:7]=[CH:6][CH:5]=[CH:4][CH:3]=1.C(OC(=O)C)(=O)C.C([O-])(=O)C.[Na+].C(=O)([O-])[O-].[K+].[K+].Cl. Product: [CH2:1]([O:8][C:9]1[CH:10]=[C:11]2[C:12]([C:18]([OH:20])=[CH:17][C:16]([C:21]([O:23][CH2:24][CH3:25])=[O:22])=[CH:15]2)=[CH:13][CH:14]=1)[C:2]1[CH:3]=[CH:4][CH:5]=[CH:6][CH:7]=1. The catalyst class is: 8. (3) Reactant: [CH3:1][O:2][C:3]1[CH:4]=[C:5]2[CH2:14][CH:13]([CH2:15][CH:16]3[CH2:21][CH2:20][N:19]([CH2:22][C:23]4[CH:24]=[CH:25][CH:26]=[CH:27][CH:28]=4)[CH2:18][CH2:17]3)[C:11](=[O:12])[C:6]2=[CH:7][C:8]=1[O:9][CH3:10].[ClH:29].C(OC(C)C)(C)C. Product: [CH3:1][O:2][C:3]1[CH:4]=[C:5]2[CH2:14][CH:13]([CH2:15][CH:16]3[CH2:17][CH2:18][N:19]([CH2:22][C:23]4[CH:28]=[CH:27][CH:26]=[CH:25][CH:24]=4)[CH2:20][CH2:21]3)[C:11](=[O:12])[C:6]2=[CH:7][C:8]=1[O:9][CH3:10].[ClH:29]. The catalyst class is: 344. (4) Reactant: CC(OC(/N=N/C(OC(C)C)=O)=O)C.[Cl:15][C:16]1[CH:17]=[N:18][C:19]([N:22]2[CH2:27][CH2:26][CH:25]([CH2:28][CH2:29][CH2:30][OH:31])[CH2:24][CH2:23]2)=[N:20][CH:21]=1.[CH2:32]([O:34][C:35](=[O:44])[C:36]1[CH:41]=[CH:40][C:39](O)=[N:38][C:37]=1[CH3:43])[CH3:33].C1C=CC(P(C2C=CC=CC=2)C2C=CC=CC=2)=CC=1. Product: [CH2:32]([O:34][C:35](=[O:44])[C:36]1[CH:41]=[CH:40][C:39]([O:31][CH2:30][CH2:29][CH2:28][CH:25]2[CH2:26][CH2:27][N:22]([C:19]3[N:20]=[CH:21][C:16]([Cl:15])=[CH:17][N:18]=3)[CH2:23][CH2:24]2)=[N:38][C:37]=1[CH3:43])[CH3:33]. The catalyst class is: 1. (5) Reactant: [CH2:1]1[CH2:6][C@H:5]([C:7]([OH:9])=[O:8])[CH2:4][CH2:3][C@H:2]1[CH2:10][NH2:11].[C:12]([O:18][CH:19]([O:21][C:22](ON1C(=O)CCC1=O)=[O:23])[CH3:20])(=[O:17])[CH2:13][CH2:14][CH2:15][CH3:16]. Product: [C:12]([O:18][CH:19]([O:21][C:22]([NH:11][CH2:10][C@H:2]1[CH2:3][CH2:4][C@H:5]([C:7]([OH:9])=[O:8])[CH2:6][CH2:1]1)=[O:23])[CH3:20])(=[O:17])[CH2:13][CH2:14][CH2:15][CH3:16]. The catalyst class is: 761. (6) Reactant: [CH3:1][O:2][C:3](=[O:12])[CH2:4][C:5]1[CH:6]=[N:7][CH:8]=[C:9](Br)[CH:10]=1.C1(P(C2CCCCC2)C2C=CC=CC=2C2C(OC)=CC=CC=2OC)CCCCC1.P([O-])([O-])([O-])=O.[K+].[K+].[K+].[CH2:50]([C:52]([C:70]1[CH:83]=[CH:82][C:73]([O:74][CH2:75][CH:76]([OH:81])[C:77]([CH3:80])([CH3:79])[CH3:78])=[C:72]([CH3:84])[CH:71]=1)([C:55]1[CH:60]=[CH:59][C:58](B2OC(C)(C)C(C)(C)O2)=[CH:57][CH:56]=1)[CH2:53][CH3:54])[CH3:51].C(=O)(O)[O-].[Na+]. Product: [CH3:1][O:2][C:3](=[O:12])[CH2:4][C:5]1[CH:6]=[N:7][CH:8]=[C:9]([C:58]2[CH:57]=[CH:56][C:55]([C:52]([CH2:50][CH3:51])([C:70]3[CH:83]=[CH:82][C:73]([O:74][CH2:75][CH:76]([OH:81])[C:77]([CH3:78])([CH3:79])[CH3:80])=[C:72]([CH3:84])[CH:71]=3)[CH2:53][CH3:54])=[CH:60][CH:59]=2)[CH:10]=1. The catalyst class is: 493. (7) Reactant: C([O:4][C@H:5]1[CH2:22][CH2:21][C@@:20]2([CH3:23])[CH:7]([CH2:8][C:9](=[O:25])[C@@H:10]3[C@@H:19]2[CH2:18][CH2:17][C@@:15]2([CH3:16])[C@H:11]3[CH2:12][CH2:13][C:14]2=[O:24])[CH2:6]1)(=O)C. Product: [OH:4][C@H:5]1[CH2:22][CH2:21][C@@:20]2([CH3:23])[CH:7]([CH2:8][C:9](=[O:25])[C@@H:10]3[C@@H:19]2[CH2:18][CH2:17][C@@:15]2([CH3:16])[C@H:11]3[CH2:12][CH2:13][C:14]2=[O:24])[CH2:6]1. The catalyst class is: 273. (8) Reactant: [H-].[Na+].[OH:3][NH:4][C:5](=[NH:7])[CH3:6].[CH:8]([O:11][C:12]([N:14]1[CH2:19][CH2:18][CH:17]([CH2:20][CH2:21][CH2:22][O:23][C:24]2[CH:29]=[CH:28][C:27]([C:30](OC)=O)=[C:26]([F:34])[CH:25]=2)[CH2:16][CH2:15]1)=[O:13])([CH3:10])[CH3:9]. Product: [CH:8]([O:11][C:12]([N:14]1[CH2:19][CH2:18][CH:17]([CH2:20][CH2:21][CH2:22][O:23][C:24]2[CH:29]=[CH:28][C:27]([C:30]3[O:3][N:4]=[C:5]([CH3:6])[N:7]=3)=[C:26]([F:34])[CH:25]=2)[CH2:16][CH2:15]1)=[O:13])([CH3:9])[CH3:10]. The catalyst class is: 1.